Task: Predict the product of the given reaction.. Dataset: Forward reaction prediction with 1.9M reactions from USPTO patents (1976-2016) (1) Given the reactants [NH2:1][C:2]1[S:3]/[C:4](=[CH:8]\[C:9]2[CH:14]=[C:13]([O:15][CH3:16])[C:12]([OH:17])=[C:11]([Cl:18])[CH:10]=2)/[C:5](=[O:7])[N:6]=1.Br[CH2:20][C:21]([C:23]1[CH:28]=[CH:27][CH:26]=[C:25]([N:29]2[CH2:34][CH2:33][O:32][CH2:31][CH2:30]2)[CH:24]=1)=O, predict the reaction product. The product is: [Cl:18][C:11]1[CH:10]=[C:9](/[CH:8]=[C:4]2/[C:5](=[O:7])[N:6]3[CH:20]=[C:21]([C:23]4[CH:28]=[CH:27][CH:26]=[C:25]([N:29]5[CH2:30][CH2:31][O:32][CH2:33][CH2:34]5)[CH:24]=4)[N:1]=[C:2]3[S:3]/2)[CH:14]=[C:13]([O:15][CH3:16])[C:12]=1[OH:17]. (2) Given the reactants C[O:2][C:3](=[O:41])[CH:4]([NH:13][C:14](=[O:40])[C:15]1[CH:20]=[CH:19][C:18]([CH2:21][N:22]([S:30]([C:33]2[CH:38]=[CH:37][C:36]([Cl:39])=[CH:35][CH:34]=2)(=[O:32])=[O:31])[CH2:23][C:24]2[CH:29]=[CH:28][CH:27]=[CH:26][N:25]=2)=[CH:17][CH:16]=1)[C:5]1[CH:10]=[CH:9][C:8]([F:11])=[C:7]([F:12])[CH:6]=1.[Li+].[OH-].C(O)(=O)CC(CC(O)=O)(C(O)=O)O, predict the reaction product. The product is: [Cl:39][C:36]1[CH:37]=[CH:38][C:33]([S:30]([N:22]([CH2:21][C:18]2[CH:17]=[CH:16][C:15]([C:14]([NH:13][CH:4]([C:5]3[CH:10]=[CH:9][C:8]([F:11])=[C:7]([F:12])[CH:6]=3)[C:3]([OH:41])=[O:2])=[O:40])=[CH:20][CH:19]=2)[CH2:23][C:24]2[CH:29]=[CH:28][CH:27]=[CH:26][N:25]=2)(=[O:32])=[O:31])=[CH:34][CH:35]=1.